This data is from Catalyst prediction with 721,799 reactions and 888 catalyst types from USPTO. The task is: Predict which catalyst facilitates the given reaction. (1) Reactant: C(N(CC)C(C)C)(C)C.[CH:10]([N:13]1[CH2:18][CH2:17][CH:16]([C:19]2[CH:24]=[CH:23][C:22]([NH2:25])=[CH:21][CH:20]=2)[CH2:15][CH2:14]1)([CH3:12])[CH3:11].[Br:26][C:27]1[N:32]2[N:33]=[CH:34][N:35]=[C:31]2[C:30](Br)=[N:29][CH:28]=1. Product: [Br:26][C:27]1[N:32]2[N:33]=[CH:34][N:35]=[C:31]2[C:30]([NH:25][C:22]2[CH:21]=[CH:20][C:19]([CH:16]3[CH2:15][CH2:14][N:13]([CH:10]([CH3:12])[CH3:11])[CH2:18][CH2:17]3)=[CH:24][CH:23]=2)=[N:29][CH:28]=1. The catalyst class is: 41. (2) Product: [F:33][C:34]1[C:39]([O:40][CH3:41])=[CH:38][CH:37]=[CH:36][C:35]=1[C:2]1[C:3](=[O:32])[N:4]([CH2:19][C@@H:20]([C:26]2[CH:31]=[CH:30][CH:29]=[CH:28][CH:27]=2)[CH2:21][OH:22])[C:5](=[O:18])[N:6]([CH2:9][C:10]2[C:15]([F:16])=[CH:14][CH:13]=[CH:12][C:11]=2[F:17])[C:7]=1[CH3:8]. The catalyst class is: 38. Reactant: Br[C:2]1[C:3](=[O:32])[N:4]([CH2:19][C@@H:20]([C:26]2[CH:31]=[CH:30][CH:29]=[CH:28][CH:27]=2)[CH2:21][O:22]C(=O)C)[C:5](=[O:18])[N:6]([CH2:9][C:10]2[C:15]([F:16])=[CH:14][CH:13]=[CH:12][C:11]=2[F:17])[C:7]=1[CH3:8].[F:33][C:34]1[C:39]([O:40][CH3:41])=[CH:38][CH:37]=[CH:36][C:35]=1B(O)O.C([O-])([O-])=O.[Na+].[Na+].N#N.